Dataset: Forward reaction prediction with 1.9M reactions from USPTO patents (1976-2016). Task: Predict the product of the given reaction. Given the reactants [CH:1]1([CH2:4][N:5]2[C:9]3[CH:10]=[CH:11][C:12]([CH:14]([OH:16])[CH3:15])=[CH:13][C:8]=3[N:7]=[C:6]2[CH2:17][C:18]2[CH:23]=[CH:22][C:21]([O:24][CH2:25][CH3:26])=[CH:20][CH:19]=2)[CH2:3][CH2:2]1.C[N+]1([O-])CCOCC1.C(#N)C, predict the reaction product. The product is: [CH:1]1([CH2:4][N:5]2[C:9]3[CH:10]=[CH:11][C:12]([C:14](=[O:16])[CH3:15])=[CH:13][C:8]=3[N:7]=[C:6]2[CH2:17][C:18]2[CH:23]=[CH:22][C:21]([O:24][CH2:25][CH3:26])=[CH:20][CH:19]=2)[CH2:3][CH2:2]1.